This data is from Reaction yield outcomes from USPTO patents with 853,638 reactions. The task is: Predict the reaction yield, written as a fraction of the theoretical maximum amount of product (1.0 means a 100% yield; for example, 0.34 means a 34% yield). (1) The reactants are [O:1]=[C:2]1[C:7]2[CH:8]=[CH:9][CH:10]=[CH:11][C:6]=2[S:5][C:4]([C:12]2[N:17]=[CH:16][CH:15]=[C:14]([CH2:18][CH2:19][C:20]([OH:22])=O)[CH:13]=2)=[N:3]1.ClC(OCC(C)C)=O.C([N:33](CC)CC)C.[NH4+]. The catalyst is C1COCC1. The product is [O:1]=[C:2]1[C:7]2[CH:8]=[CH:9][CH:10]=[CH:11][C:6]=2[S:5][C:4]([C:12]2[N:17]=[CH:16][CH:15]=[C:14]([CH2:18][CH2:19][C:20]([NH2:33])=[O:22])[CH:13]=2)=[N:3]1. The yield is 0.490. (2) The reactants are N[C:2]1[C:7]([N+:8]([O-:10])=[O:9])=[C:6]([CH3:11])[C:5]([Cl:12])=[CH:4][N:3]=1.Br[C:14]1[C:19]([N+:20]([O-:22])=[O:21])=[C:18]([CH3:23])[C:17]([Cl:24])=[CH:16][N:15]=1.I([O-])(=O)(=O)=O.[Na+].[OH2:31]. The catalyst is C1COCC1.[Os](=O)(=O)(=O)=O. The product is [Cl:12][C:5]1[C:6]([CH3:11])=[C:7]([N+:8]([O-:10])=[O:9])[C:2]([CH:14]=[O:31])=[N:3][CH:4]=1.[Cl:24][C:17]1[C:18]([CH3:23])=[C:19]([N+:20]([O-:22])=[O:21])[C:14]([CH:2]=[CH2:7])=[N:15][CH:16]=1. The yield is 0.560. (3) The reactants are [CH2:1]([O:3][C:4](=[O:26])[NH:5][C:6]1[CH:11]=[CH:10][CH:9]=[C:8]([C:12]2[N:13]([CH2:24][CH3:25])[C:14]3[C:19]([C:20]=2[C:21]#[N:22])=[CH:18][CH:17]=[C:16]([OH:23])[CH:15]=3)[CH:7]=1)[CH3:2].C([O-])([O-])=O.[K+].[K+].Br[CH2:34][CH2:35][CH2:36]Cl.O. The catalyst is CN(C=O)C. The product is [CH2:1]([O:3][C:4](=[O:26])[NH:5][C:6]1[CH:11]=[CH:10][CH:9]=[C:8]([C:12]2[N:13]([CH2:24][CH3:25])[C:14]3[C:19]([C:20]=2[C:21]#[N:22])=[CH:18][CH:17]=[C:16]([O:23][CH2:34][CH2:35][CH2:36][N:13]2[CH2:14][CH2:19][CH2:20][CH2:12]2)[CH:15]=3)[CH:7]=1)[CH3:2]. The yield is 0.890. (4) The reactants are [F:1][C:2]1[CH:10]=[C:9]2[C:5]([C:6]([C:20]3[CH:21]=[CH:22][C:23]([O:26][CH:27]4[CH2:32][CH2:31][N:30](C(OC(C)(C)C)=O)[CH2:29][CH2:28]4)=[N:24][CH:25]=3)=[CH:7][N:8]2[S:11]([C:14]2[CH:19]=[CH:18][CH:17]=[CH:16][CH:15]=2)(=[O:13])=[O:12])=[CH:4][CH:3]=1.Cl. The catalyst is CO.CCOCC. The product is [F:1][C:2]1[CH:10]=[C:9]2[C:5]([C:6]([C:20]3[CH:25]=[N:24][C:23]([O:26][CH:27]4[CH2:32][CH2:31][NH:30][CH2:29][CH2:28]4)=[CH:22][CH:21]=3)=[CH:7][N:8]2[S:11]([C:14]2[CH:15]=[CH:16][CH:17]=[CH:18][CH:19]=2)(=[O:13])=[O:12])=[CH:4][CH:3]=1. The yield is 1.00. (5) The reactants are [CH3:1][C:2]1([CH3:16])[C:7]2[CH:8]=[C:9](B(O)O)[CH:10]=[CH:11][C:6]=2[NH:5][C:4](=[O:15])[O:3]1.[Br:17][C:18]1[CH:23]=[C:22]([F:24])[CH:21]=[C:20](Br)[CH:19]=1.C(=O)([O-])[O-].[Na+].[Na+]. The catalyst is COCCOC.O.C1C=CC([P]([Pd]([P](C2C=CC=CC=2)(C2C=CC=CC=2)C2C=CC=CC=2)([P](C2C=CC=CC=2)(C2C=CC=CC=2)C2C=CC=CC=2)[P](C2C=CC=CC=2)(C2C=CC=CC=2)C2C=CC=CC=2)(C2C=CC=CC=2)C2C=CC=CC=2)=CC=1. The product is [Br:17][C:18]1[CH:19]=[C:20]([C:9]2[CH:10]=[CH:11][C:6]3[NH:5][C:4](=[O:15])[O:3][C:2]([CH3:16])([CH3:1])[C:7]=3[CH:8]=2)[CH:21]=[C:22]([F:24])[CH:23]=1. The yield is 0.400. (6) The reactants are C(NC(C1SC(NC(N(CC(OC)OC)CC2C=CC(F)=CC=2)=O)=NC=1C)=O)C1C=CC=CC=1.CO[CH:37]([O:70]C)[CH2:38][N:39]([CH2:59][C:60]1[CH:65]=[CH:64][C:63]([C:66]([F:69])([F:68])[F:67])=[CH:62][CH:61]=1)[C:40](=[O:58])[NH:41][C:42]1[S:43][C:44]([C:48]([NH:50][CH2:51][C:52]2[CH:53]=[N:54][CH:55]=[CH:56][CH:57]=2)=[O:49])=[C:45]([CH3:47])[N:46]=1. No catalyst specified. The product is [OH:70][CH:37]1[N:41]([C:42]2[S:43][C:44]([C:48]([NH:50][CH2:51][C:52]3[CH:53]=[N:54][CH:55]=[CH:56][CH:57]=3)=[O:49])=[C:45]([CH3:47])[N:46]=2)[C:40](=[O:58])[N:39]([CH2:59][C:60]2[CH:65]=[CH:64][C:63]([C:66]([F:69])([F:68])[F:67])=[CH:62][CH:61]=2)[CH2:38]1. The yield is 0.980. (7) The reactants are O.[NH2:2][NH2:3].[F:4][C:5]([F:12])([F:11])[C:6]([O:8]CC)=O.[OH-].[Na+].[Cl:15][CH2:16][C:17](Cl)=[O:18]. The catalyst is C(#N)C. The product is [Cl:15][CH2:16][C:17]([NH:2][NH:3][C:6](=[O:8])[C:5]([F:4])([F:11])[F:12])=[O:18]. The yield is 0.983. (8) The reactants are Cl[CH2:2][C:3](Cl)=[O:4].[N+:6]([C:9]1[CH:14]=[CH:13][C:12]([OH:15])=[C:11]([NH2:16])[CH:10]=1)([O-:8])=[O:7].C([O-])(O)=O.[Na+]. The catalyst is [Cl-].C([N+](C)(C)C)C1C=CC=CC=1.C(Cl)(Cl)Cl. The product is [N+:6]([C:9]1[CH:14]=[CH:13][C:12]2[O:15][CH2:2][C:3](=[O:4])[NH:16][C:11]=2[CH:10]=1)([O-:8])=[O:7]. The yield is 0.410.